This data is from Forward reaction prediction with 1.9M reactions from USPTO patents (1976-2016). The task is: Predict the product of the given reaction. Given the reactants [NH2:1][C:2]1[C:7]([NH2:8])=[C:6]([NH:9][C@@H:10]2[C@@H:15]3[CH2:16][C@@H:12]([CH:13]=[CH:14]3)[C@@H:11]2[C:17]([NH2:19])=[O:18])[C:5]([Br:20])=[CH:4][N:3]=1.[O:21]1[CH:25]=[CH:24][C:23]([CH:26]=O)=[CH:22]1, predict the reaction product. The product is: [Br:20][C:5]1[C:6]([NH:9][C@@H:10]2[C@@H:15]3[CH2:16][C@@H:12]([CH:13]=[CH:14]3)[C@@H:11]2[C:17]([NH2:19])=[O:18])=[C:7]2[N:8]=[C:26]([C:23]3[CH:24]=[CH:25][O:21][CH:22]=3)[NH:1][C:2]2=[N:3][CH:4]=1.